Predict the reactants needed to synthesize the given product. From a dataset of Full USPTO retrosynthesis dataset with 1.9M reactions from patents (1976-2016). (1) Given the product [CH2:38]([C:22]1[CH:23]=[C:24]([C:28]([F:37])([C:33]([F:34])([F:35])[F:36])[C:29]([F:31])([F:32])[F:30])[CH:25]=[C:26]([CH3:27])[C:21]=1[NH:20][C:18](=[O:19])[C:17]1[CH:40]=[CH:41][C:42]([N:43]2[CH:47]=[N:46][CH:45]=[N:44]2)=[CH:15][CH:16]=1)[CH3:39], predict the reactants needed to synthesize it. The reactants are: CN(C)C=O.N(OC(C)(C)C)=O.Cl.N[C:15]1[CH:16]=[C:17]([CH:40]=[CH:41][C:42]=1[N:43]1[CH:47]=[N:46][CH:45]=[N:44]1)[C:18]([NH:20][C:21]1[C:26]([CH3:27])=[CH:25][C:24]([C:28]([F:37])([C:33]([F:36])([F:35])[F:34])[C:29]([F:32])([F:31])[F:30])=[CH:23][C:22]=1[CH2:38][CH3:39])=[O:19]. (2) Given the product [CH3:17][O:16][CH:14]([C:11]1[CH:10]=[N:9][C:8]([C:4]2[CH:5]=[CH:6][CH:7]=[C:2]([B:33]3[O:37][C:36]([CH3:39])([CH3:38])[C:35]([CH3:41])([CH3:40])[O:34]3)[CH:3]=2)=[N:13][CH:12]=1)[CH3:15], predict the reactants needed to synthesize it. The reactants are: Cl[C:2]1[CH:3]=[C:4]([C:8]2[N:13]=[CH:12][C:11]([CH:14]([O:16][CH3:17])[CH3:15])=[CH:10][N:9]=2)[CH:5]=[CH:6][CH:7]=1.C(OC1C=NC(C2C=CC=C([B:33]3[O:37][C:36]([CH3:39])([CH3:38])[C:35]([CH3:41])([CH3:40])[O:34]3)C=2)=NC=1)C. (3) Given the product [F:27][C:24]1[CH:25]=[C:26]2[C:21](=[CH:22][CH:23]=1)[N:20]([CH2:28][C:29]([OH:31])=[O:30])[C:19]([CH3:32])=[C:18]2[C:9]1[C:10]2[C:15](=[CH:14][CH:13]=[CH:12][CH:11]=2)[C:16](=[O:17])[N:7]([CH2:6][C:37]([CH3:38])([O:41][C:42]2[CH:47]=[CH:46][CH:45]=[CH:44][CH:43]=2)[CH3:36])[N:8]=1, predict the reactants needed to synthesize it. The reactants are: ClC1C=CC([CH2:6][N:7]2[C:16](=[O:17])[C:15]3[C:10](=[CH:11][CH:12]=[CH:13][CH:14]=3)[C:9]([C:18]3[C:26]4[C:21](=[CH:22][CH:23]=[C:24]([F:27])[CH:25]=4)[N:20]([CH2:28][C:29]([OH:31])=[O:30])[C:19]=3[CH3:32])=[N:8]2)=CC=1F.[CH3:36][C:37]([O:41][C:42]1[CH:47]=[CH:46][CH:45]=[CH:44][CH:43]=1)(C)[CH2:38]O.C1(P(C2C=CC=CC=2)C2C=CC=CC=2)C=CC=CC=1.N(C(OC(C)C)=O)=NC(OC(C)C)=O.C(O)(C(F)(F)F)=O. (4) Given the product [C:1]([NH:4][CH2:5][CH2:6][CH2:7][S:8]([O:11][CH2:12][C:13]([CH3:27])([CH3:26])[C@@H:14]([O:18][CH2:19][C:20]1[CH:25]=[CH:24][CH:23]=[CH:22][CH:21]=1)[C:15]([O:17][CH2:41][CH2:40][O:39][C:37](=[O:38])[CH2:36][O:35][CH2:34][C:28]1[CH:33]=[CH:32][CH:31]=[CH:30][CH:29]=1)=[O:16])(=[O:10])=[O:9])(=[O:3])[CH3:2], predict the reactants needed to synthesize it. The reactants are: [C:1]([NH:4][CH2:5][CH2:6][CH2:7][S:8]([O:11][CH2:12][C:13]([CH3:27])([CH3:26])[C@@H:14]([O:18][CH2:19][C:20]1[CH:25]=[CH:24][CH:23]=[CH:22][CH:21]=1)[C:15]([OH:17])=[O:16])(=[O:10])=[O:9])(=[O:3])[CH3:2].[C:28]1([CH2:34][O:35][CH2:36][C:37]([O:39][CH:40](Cl)[CH3:41])=[O:38])[CH:33]=[CH:32][CH:31]=[CH:30][CH:29]=1. (5) Given the product [CH2:18]([N:7]1[C:6]2[CH:8]=[CH:9][CH:10]=[CH:11][C:5]=2[N:4]=[C:3]1[CH2:2][OH:1])[CH3:19], predict the reactants needed to synthesize it. The reactants are: [OH:1][CH2:2][C:3]1[NH:4][C:5]2[CH:11]=[CH:10][CH:9]=[CH:8][C:6]=2[N:7]=1.C(=O)([O-])[O-].[K+].[K+].[CH2:18](OS(OCC)(=O)=O)[CH3:19]. (6) Given the product [F:32][C:2]([F:1])([F:31])[C:3]([NH:5][CH2:6][CH2:7][CH2:8][S@@:9]([C@@H:10]1[CH2:27][CH2:26][C@@:25]2([CH3:28])[CH:12]([C:13](=[CH2:30])[CH2:14][C@@H:15]3[C@@H:24]2[CH2:23][CH2:22][C@@:20]2([CH3:21])[C@H:16]3[CH2:17][CH2:18][C:19]2=[O:29])[CH2:11]1)=[O:37])=[O:4], predict the reactants needed to synthesize it. The reactants are: [F:1][C:2]([F:32])([F:31])[C:3]([NH:5][CH2:6][CH2:7][CH2:8][S:9][C@@H:10]1[CH2:27][CH2:26][C@@:25]2([CH3:28])[CH:12]([C:13](=[CH2:30])[CH2:14][C@@H:15]3[C@@H:24]2[CH2:23][CH2:22][C@@:20]2([CH3:21])[C@H:16]3[CH2:17][CH2:18][C:19]2=[O:29])[CH2:11]1)=[O:4].C[N+]1([O-])CC[O:37]CC1. (7) Given the product [C:36]1([N:35]([C:29]2[CH:30]=[CH:31][CH:32]=[CH:33][CH:34]=2)[C:20]([C@@H:10]2[C@@H:11]([CH2:13][C:14]3[CH:15]=[CH:16][CH:17]=[CH:18][CH:19]=3)[CH2:12][N:8]([CH2:1][C:2]3[CH:7]=[CH:6][CH:5]=[CH:4][CH:3]=3)[CH2:9]2)=[O:21])[CH:37]=[CH:38][CH:39]=[CH:40][CH:41]=1, predict the reactants needed to synthesize it. The reactants are: [CH2:1]([N:8]1[CH2:12][C@H:11]([CH2:13][C:14]2[CH:19]=[CH:18][CH:17]=[CH:16][CH:15]=2)[C@@H:10]([C:20](O)=[O:21])[CH2:9]1)[C:2]1[CH:7]=[CH:6][CH:5]=[CH:4][CH:3]=1.C(Cl)(=O)C(Cl)=O.[C:29]1([NH:35][C:36]2[CH:41]=[CH:40][CH:39]=[CH:38][CH:37]=2)[CH:34]=[CH:33][CH:32]=[CH:31][CH:30]=1.C(N(CC)CC)C.C([O-])(O)=O.[Na+]. (8) Given the product [C:18]([C:10]1[C:11]2[C:16](=[CH:15][CH:14]=[C:13]([C:26]3[CH:27]=[N:22][CH:23]=[N:24][CH:25]=3)[CH:12]=2)[N:8]([CH2:7][C:6]([O:5][C:1]([CH3:4])([CH3:3])[CH3:2])=[O:21])[N:9]=1)(=[O:20])[NH2:19], predict the reactants needed to synthesize it. The reactants are: [C:1]([O:5][C:6](=[O:21])[CH2:7][N:8]1[C:16]2[C:11](=[CH:12][C:13](Br)=[CH:14][CH:15]=2)[C:10]([C:18](=[O:20])[NH2:19])=[N:9]1)([CH3:4])([CH3:3])[CH3:2].[N:22]1[CH:27]=[C:26](B(O)O)[CH:25]=[N:24][CH:23]=1.C(=O)([O-])[O-].[Cs+].[Cs+].CN(C=O)C.